The task is: Predict which catalyst facilitates the given reaction.. This data is from Catalyst prediction with 721,799 reactions and 888 catalyst types from USPTO. (1) Reactant: C([O:5][C:6]([C:8]1[CH:9]=[CH:10][C:11]([C:14]2[N:18]=[C:17]([C:19]3[CH:24]=[C:23]([F:25])[CH:22]=[C:21]([C:26]#[N:27])[CH:20]=3)[O:16][N:15]=2)=[N:12][CH:13]=1)=[O:7])(C)(C)C. Product: [OH:7][C:6]([C:8]1[CH:9]=[CH:10][C:11]([C:14]2[N:18]=[C:17]([C:19]3[CH:24]=[C:23]([F:25])[CH:22]=[C:21]([C:26]#[N:27])[CH:20]=3)[O:16][N:15]=2)=[N:12][CH:13]=1)=[O:5]. The catalyst class is: 106. (2) Reactant: [CH3:1][C:2]1([CH3:9])[C@@H:7]([OH:8])[C:5](=[O:6])[O:4][CH2:3]1.[H-].[Al+3].[Li+].[H-].[H-].[H-].[OH-].[Na+].[H][H]. Product: [CH3:1][C:2]([CH3:9])([CH2:3][OH:4])[C@@H:7]([OH:8])[CH2:5][OH:6]. The catalyst class is: 30. (3) Reactant: [Br:1][C:2]1[CH:8]=[CH:7][C:6]([F:9])=[CH:5][C:3]=1[NH2:4].[N+](C1C=C(S(O)(=O)=O)C=CC=1)([O-])=O.P(=O)(O)(O)O.O=[CH:29][C:30](=[CH2:32])[CH3:31].O.N. Product: [Br:1][C:2]1[CH:8]=[CH:7][C:6]([F:9])=[C:5]2[C:3]=1[N:4]=[CH:31][C:30]([CH3:32])=[CH:29]2. The catalyst class is: 6. (4) Reactant: CO[C:3]([C:5]1[N:6]([C:14]2[CH:19]=[CH:18][CH:17]=[CH:16][CH:15]=2)[C:7]([CH3:13])=[C:8]([C:11]#[N:12])[C:9]=1[NH2:10])=[O:4].CO[CH:22](OC)[N:23](C)C.ClCCl. Product: [CH3:13][C:7]1[N:6]([C:14]2[CH:19]=[CH:18][CH:17]=[CH:16][CH:15]=2)[C:5]2[C:3](=[O:4])[NH:23][CH:22]=[N:10][C:9]=2[C:8]=1[C:11]#[N:12]. The catalyst class is: 9. (5) Reactant: [Br:1][C:2]1[CH:3]=[C:4]([C:10]([C:12]2[C:16]3[CH:17]=[CH:18][CH:19]=[CH:20][C:15]=3[O:14][C:13]=2[CH2:21][CH3:22])=[O:11])[CH:5]=[C:6]([Br:9])[C:7]=1[OH:8].[C:23](=O)([O-])[O-].[K+].[K+].IC. Product: [Br:1][C:2]1[CH:3]=[C:4]([C:10]([C:12]2[C:16]3[CH:17]=[CH:18][CH:19]=[CH:20][C:15]=3[O:14][C:13]=2[CH2:21][CH3:22])=[O:11])[CH:5]=[C:6]([Br:9])[C:7]=1[O:8][CH3:23]. The catalyst class is: 20. (6) Reactant: [CH3:1][O:2][C:3]1[CH:4]=[C:5]([N:11]2[CH2:16][CH2:15][NH:14][CH2:13][CH2:12]2)[CH:6]=[C:7]([O:9][CH3:10])[CH:8]=1.Cl.CN(C)[CH2:20][CH2:21][CH2:22][N:23]=[C:24]=[N:25][CH2:26][CH3:27].[OH2:29].ON1[C:35]2[CH:36]=CC=[CH:39][C:34]=2N=N1. Product: [CH3:1][O:2][C:3]1[CH:4]=[C:5]([N:11]2[CH2:12][CH2:13][N:14]([C:27]([C:26]3[NH:25][CH:24]=[N:23][C:22]=3[C:21]3[CH:20]=[CH:36][CH:35]=[CH:34][CH:39]=3)=[O:29])[CH2:15][CH2:16]2)[CH:6]=[C:7]([O:9][CH3:10])[CH:8]=1. The catalyst class is: 4. (7) Reactant: [CH2:1]([O:3][C:4]1[CH:9]=[CH:8][C:7]([C:10]2[C:15](=[O:16])[N:14]3[CH:17]=[CH:18][S:19][C:13]3=[N:12][C:11]=2[CH3:20])=[CH:6][CH:5]=1)[CH3:2].BrCC[CH2:24][C:25]#[N:26].C([O-])([O-])=O.[K+].[K+]. Product: [CH3:20][C:11]1[N:12]=[C:13]2[S:19][CH:18]=[CH:17][N:14]2[C:15](=[O:16])[C:10]=1[C:7]1[CH:6]=[CH:5][C:4]([O:3][CH2:1][CH2:2][CH2:24][C:25]#[N:26])=[CH:9][CH:8]=1. The catalyst class is: 39.